Dataset: Reaction yield outcomes from USPTO patents with 853,638 reactions. Task: Predict the reaction yield, written as a fraction of the theoretical maximum amount of product (1.0 means a 100% yield; for example, 0.34 means a 34% yield). The reactants are [H-].[Na+].F[C:4]1[CH:9]=[CH:8][C:7]([N+:10]([O-:12])=[O:11])=[CH:6][CH:5]=1.[F:13][C:14]1[CH:19]=[CH:18][CH:17]=[C:16]([F:20])[C:15]=1[OH:21]. The catalyst is CN(C)C=O.O. The product is [F:13][C:14]1[CH:19]=[CH:18][CH:17]=[C:16]([F:20])[C:15]=1[O:21][C:4]1[CH:9]=[CH:8][C:7]([N+:10]([O-:12])=[O:11])=[CH:6][CH:5]=1. The yield is 0.800.